Dataset: Forward reaction prediction with 1.9M reactions from USPTO patents (1976-2016). Task: Predict the product of the given reaction. (1) Given the reactants [NH2:1][C:2]1[CH:3]=[N:4][C:5]2[C:10]([C:11]=1[NH:12][CH2:13][CH2:14][CH2:15][C:16]([O:18][CH2:19][CH3:20])=[O:17])=[N:9][CH:8]=[CH:7][CH:6]=2.[CH2:21]([O:23][CH2:24][C:25](Cl)=O)[CH3:22].C(N(CC)CC)C, predict the reaction product. The product is: [CH2:21]([O:23][CH2:24][C:25]1[N:12]([CH2:13][CH2:14][CH2:15][C:16]([O:18][CH2:19][CH3:20])=[O:17])[C:11]2[C:10]3[N:9]=[CH:8][CH:7]=[CH:6][C:5]=3[N:4]=[CH:3][C:2]=2[N:1]=1)[CH3:22]. (2) Given the reactants [F:1][C:2]1[CH:7]=[CH:6][C:5]([N:8]2[C:12](=[O:13])[CH2:11][S:10][C:9]2=[S:14])=[CH:4][CH:3]=1.[CH2:15]([O:17][C:18]1[CH:19]=[C:20]([CH:23]=[CH:24][C:25]=1[OH:26])[CH:21]=O)[CH3:16].[C:27]([O-])(=O)C.[NH4+].O, predict the reaction product. The product is: [F:1][C:2]1[CH:3]=[CH:4][C:5]([N:8]2[C:12](=[O:13])[C:11](=[CH:21][C:20]3[CH:23]=[CH:24][C:25]([OH:26])=[C:18]([O:17][CH2:15][CH:16]=[CH2:27])[CH:19]=3)[S:10][C:9]2=[S:14])=[CH:6][CH:7]=1.